This data is from Forward reaction prediction with 1.9M reactions from USPTO patents (1976-2016). The task is: Predict the product of the given reaction. (1) The product is: [Cl:37][C:32]1[CH:33]=[CH:34][CH:35]=[CH:36][C:31]=1[C@H:29]([O:28][C:26]([NH:25][C:24]1[N:20]([C:17]2[CH:18]=[CH:19][C:14]([C:13]([NH:12][C@H:4]([CH2:5][C:6]3[CH:7]=[CH:8][CH:9]=[CH:10][CH:11]=3)[C:3]([OH:40])=[O:2])=[O:39])=[CH:15][CH:16]=2)[N:21]=[CH:22][C:23]=1[CH3:38])=[O:27])[CH3:30]. Given the reactants C[O:2][C:3](=[O:40])[C@H:4]([NH:12][C:13](=[O:39])[C:14]1[CH:19]=[CH:18][C:17]([N:20]2[C:24]([NH:25][C:26]([O:28][C@@H:29]([C:31]3[CH:36]=[CH:35][CH:34]=[CH:33][C:32]=3[Cl:37])[CH3:30])=[O:27])=[C:23]([CH3:38])[CH:22]=[N:21]2)=[CH:16][CH:15]=1)[CH2:5][C:6]1[CH:11]=[CH:10][CH:9]=[CH:8][CH:7]=1.C1COCC1.[Li+].[OH-].Cl, predict the reaction product. (2) Given the reactants [Br:1][C:2]1[CH:3]=[N:4][CH:5]=[C:6]([CH:10]=1)[C:7](Cl)=[O:8].Br[C:12]1[CH:13]=[N:14][CH:15]=[C:16]([CH:20]=1)C(O)=O.C([N:23]([CH2:26]C)CC)C.O.C[N:30](C)C=O, predict the reaction product. The product is: [N:14]1[CH:13]=[CH:12][CH:20]=[CH:16][C:15]=1[C:26]1[N:23]=[C:7]([C:6]2[CH:5]=[N:4][CH:3]=[C:2]([Br:1])[CH:10]=2)[O:8][N:30]=1.